The task is: Predict the product of the given reaction.. This data is from Forward reaction prediction with 1.9M reactions from USPTO patents (1976-2016). (1) Given the reactants [F:1][C:2]1[CH:10]=[CH:9][C:5]([C:6](Cl)=O)=[C:4]([C:11]([F:14])([F:13])[F:12])[CH:3]=1.Cl[C:16]1[CH:21]=[CH:20][C:19]([C:22]#[N:23])=[CH:18][N:17]=1.ClC1C=C(Cl)C=CC=1C1[C:37]([C:38]2[NH:39][CH:40]=[CH:41][N:42]=2)=[CH:36][N:35]=[C:34]([NH:43][CH2:44][CH2:45][NH:46]C2C=CC([N+]([O-])=O)=CN=2)[N:33]=1, predict the reaction product. The product is: [F:1][C:2]1[CH:10]=[CH:9][C:5]([C:6]2[C:37]([C:38]3[NH:39][CH:40]=[CH:41][N:42]=3)=[CH:36][N:35]=[C:34]([NH:43][CH2:44][CH2:45][NH:46][C:16]3[N:17]=[CH:18][C:19]([C:22]#[N:23])=[CH:20][CH:21]=3)[N:33]=2)=[C:4]([C:11]([F:14])([F:13])[F:12])[CH:3]=1. (2) Given the reactants [CH2:1]1[CH2:5][C:4]2([CH2:12][C:10](=[O:11])[O:9][C:7](=O)[CH2:6]2)[CH2:3][CH2:2]1.[NH2:13][C:14]1[CH:24]=[CH:23][C:17]([C:18]([O:20][CH2:21]C)=[O:19])=[CH:16][CH:15]=1.CC1(C)CC(=O)OC(=O)C1, predict the reaction product. The product is: [O:11]=[C:10]1[N:13]([C:14]2[CH:15]=[CH:16][C:17]([C:18]([O:20][CH3:21])=[O:19])=[CH:23][CH:24]=2)[C:7](=[O:9])[CH2:6][C:4]2([CH2:3][CH2:2][CH2:1][CH2:5]2)[CH2:12]1. (3) Given the reactants CON(C)[C:4]([C:6]1[CH:7]=[CH:8][C:9]2[O:13][C:12]([CH2:14][CH2:15][N:16]3[CH2:20][CH2:19][CH2:18][C@H:17]3[CH3:21])=[CH:11][C:10]=2[CH:22]=1)=[O:5].[C:24]1([Mg]Br)[CH:29]=[CH:28][CH:27]=[CH:26][CH:25]=1, predict the reaction product. The product is: [CH3:21][C@@H:17]1[CH2:18][CH2:19][CH2:20][N:16]1[CH2:15][CH2:14][C:12]1[O:13][C:9]2[CH:8]=[CH:7][C:6]([C:4]([C:24]3[CH:29]=[CH:28][CH:27]=[CH:26][CH:25]=3)=[O:5])=[CH:22][C:10]=2[CH:11]=1. (4) The product is: [Cl:1][C:2]1[CH:25]=[CH:24][C:5]([CH2:6][N:7]2[C:15]3[C:10](=[CH:11][C:12](/[CH:16]=[C:17]4/[C:18](=[O:23])[N:19]([CH2:35][CH2:34][N:33]([CH2:32][CH2:31][OH:30])[CH:37]([CH3:39])[CH3:38])[C:20](=[O:22])[S:21]/4)=[CH:13][CH:14]=3)[CH:9]=[N:8]2)=[C:4]([C:26]([F:27])([F:29])[F:28])[CH:3]=1. Given the reactants [Cl:1][C:2]1[CH:25]=[CH:24][C:5]([CH2:6][N:7]2[C:15]3[C:10](=[CH:11][C:12](/[CH:16]=[C:17]4/[C:18](=[O:23])[NH:19][C:20](=[O:22])[S:21]/4)=[CH:13][CH:14]=3)[CH:9]=[N:8]2)=[C:4]([C:26]([F:29])([F:28])[F:27])[CH:3]=1.[OH:30][CH2:31][CH2:32][N:33]([CH:37]([CH3:39])[CH3:38])[CH2:34][CH2:35]O, predict the reaction product.